The task is: Predict the product of the given reaction.. This data is from Forward reaction prediction with 1.9M reactions from USPTO patents (1976-2016). Given the reactants Br[C:2]1[CH:7]=[CH:6][C:5](OC)=[C:4]([O:10][CH3:11])[C:3]=1[O:12][CH2:13]OC.C([Li])CCC.CO[B:23]([O:26]C)[O:24]C.[O:28]1[CH2:32]CC[CH2:29]1, predict the reaction product. The product is: [CH3:11][O:10][C:4]1[C:5]([CH2:29][O:28][CH3:32])=[C:6]([B:23]([OH:24])[OH:26])[CH:7]=[CH:2][C:3]=1[O:12][CH3:13].